This data is from Peptide-MHC class II binding affinity with 134,281 pairs from IEDB. The task is: Regression. Given a peptide amino acid sequence and an MHC pseudo amino acid sequence, predict their binding affinity value. This is MHC class II binding data. (1) The peptide sequence is WEQIFSTWLLKPGAG. The MHC is DRB1_1501 with pseudo-sequence DRB1_1501. The binding affinity (normalized) is 0.450. (2) The peptide sequence is TCGFVDERGLYKSLK. The MHC is DRB4_0101 with pseudo-sequence DRB4_0103. The binding affinity (normalized) is 0.0589. (3) The peptide sequence is GELQIVDKIDAAFKI. The MHC is HLA-DQA10104-DQB10503 with pseudo-sequence HLA-DQA10104-DQB10503. The binding affinity (normalized) is 0. (4) The peptide sequence is GELELQFRRVKCKYP. The MHC is HLA-DQA10501-DQB10201 with pseudo-sequence HLA-DQA10501-DQB10201. The binding affinity (normalized) is 0.0413. (5) The MHC is DRB3_0301 with pseudo-sequence DRB3_0301. The binding affinity (normalized) is 0.424. The peptide sequence is CTDKMFFVKNPTDTG. (6) The peptide sequence is QLKEYVWKTLKSGKV. The MHC is DRB1_1302 with pseudo-sequence DRB1_1302. The binding affinity (normalized) is 0.528.